Dataset: Peptide-MHC class I binding affinity with 185,985 pairs from IEDB/IMGT. Task: Regression. Given a peptide amino acid sequence and an MHC pseudo amino acid sequence, predict their binding affinity value. This is MHC class I binding data. (1) The peptide sequence is TTFPVNGGY. The MHC is BoLA-T2a with pseudo-sequence YYATYRENFDTTFVDTLYIAYRDYTWAEHNYTWY. The binding affinity (normalized) is 0.132. (2) The peptide sequence is TYIGSLPGK. The binding affinity (normalized) is 0.0847. The MHC is HLA-A26:01 with pseudo-sequence HLA-A26:01. (3) The peptide sequence is MHGHGKHIL. The MHC is HLA-B51:01 with pseudo-sequence HLA-B51:01. The binding affinity (normalized) is 0.0847. (4) The peptide sequence is VPGFQALSE. The MHC is Mamu-B08 with pseudo-sequence Mamu-B08. The binding affinity (normalized) is 0. (5) The MHC is HLA-A02:03 with pseudo-sequence HLA-A02:03. The binding affinity (normalized) is 0.182. The peptide sequence is VYLPGRGGV. (6) The peptide sequence is RGINDRNFW. The MHC is HLA-B15:09 with pseudo-sequence HLA-B15:09. The binding affinity (normalized) is 0.0847. (7) The peptide sequence is SGYPYHKQ. The MHC is H-2-Kb with pseudo-sequence H-2-Kb. The binding affinity (normalized) is 0.194. (8) The peptide sequence is KLYFWIPWS. The MHC is HLA-A02:01 with pseudo-sequence HLA-A02:01. The binding affinity (normalized) is 0.511. (9) The peptide sequence is QEFRYMNSQG. The MHC is HLA-B44:02 with pseudo-sequence HLA-B44:02. The binding affinity (normalized) is 0.370. (10) The peptide sequence is AYYKPYVQL. The MHC is HLA-A24:03 with pseudo-sequence HLA-A24:03. The binding affinity (normalized) is 1.00.